From a dataset of Full USPTO retrosynthesis dataset with 1.9M reactions from patents (1976-2016). Predict the reactants needed to synthesize the given product. (1) Given the product [ClH:23].[NH2:52][C:18]1[C:19]2[C:14](=[C:13]([O:12][CH2:11][CH2:10][CH2:9][NH2:8])[CH:22]=[CH:21][CH:20]=2)[CH:15]=[CH:16][N:17]=1, predict the reactants needed to synthesize it. The reactants are: C(OC([NH:8][CH2:9][CH2:10][CH2:11][O:12][C:13]1[CH:22]=[CH:21][CH:20]=[C:19]2[C:14]=1[CH:15]=[CH:16][N:17]=[C:18]2[Cl:23])=O)(C)(C)C.C(P(C(C)(C)C)C1C=CC=CC=1C1C=CC=CC=1)(C)(C)C.COC1C=CC(C[NH2:52])=CC=1.CC(C)([O-])C.[Na+]. (2) The reactants are: Cl[C:2]1[CH:3]=[C:4]([NH:10][C:11]2[CH:16]=[CH:15][C:14]([CH:17]3[CH2:22][CH2:21][N:20]([CH2:23][CH3:24])[CH2:19][CH2:18]3)=[CH:13][N:12]=2)[C:5](=[O:9])[N:6]([CH3:8])[N:7]=1.[C:25]([O:28][CH2:29][C:30]1[C:35]([N:36]2[N:45]=[CH:44][C:43]3[C:38](=[C:39]([F:50])[CH:40]=[C:41]([C:46]([CH3:49])([CH3:48])[CH3:47])[CH:42]=3)[C:37]2=[O:51])=[CH:34][CH:33]=[CH:32][C:31]=1[B-](F)(F)F)(=[O:27])[CH3:26].[K+].CC(C1C=C(C(C)C)C(C2C=CC=CC=2P(C2CCCCC2)C2CCCCC2)=C(C(C)C)C=1)C.[O-]P([O-])([O-])=O.[K+].[K+].[K+]. Given the product [C:25]([O:28][CH2:29][C:30]1[C:31]([C:2]2[CH:3]=[C:4]([NH:10][C:11]3[CH:16]=[CH:15][C:14]([CH:17]4[CH2:22][CH2:21][N:20]([CH2:23][CH3:24])[CH2:19][CH2:18]4)=[CH:13][N:12]=3)[C:5](=[O:9])[N:6]([CH3:8])[N:7]=2)=[CH:32][CH:33]=[CH:34][C:35]=1[N:36]1[N:45]=[CH:44][C:43]2[C:38](=[C:39]([F:50])[CH:40]=[C:41]([C:46]([CH3:48])([CH3:47])[CH3:49])[CH:42]=2)[C:37]1=[O:51])(=[O:27])[CH3:26], predict the reactants needed to synthesize it. (3) Given the product [Cl:3][C:4]1[CH:5]=[CH:6][C:7]([NH:10][C:11]2[C:12]([CH2:24][OH:25])=[N:13][CH:14]=[C:15]([N:17]3[C:21]([CH3:22])=[CH:20][C:19]([CH3:23])=[N:18]3)[N:16]=2)=[CH:8][CH:9]=1, predict the reactants needed to synthesize it. The reactants are: [BH4-].[Na+].[Cl:3][C:4]1[CH:9]=[CH:8][C:7]([NH:10][C:11]2[C:12]([CH:24]=[O:25])=[N:13][CH:14]=[C:15]([N:17]3[C:21]([CH3:22])=[CH:20][C:19]([CH3:23])=[N:18]3)[N:16]=2)=[CH:6][CH:5]=1. (4) Given the product [Cl:35][C:32]1[CH:31]=[CH:30][C:29]([NH:28][C:26](=[O:27])[C:25]2[CH:36]=[CH:37][C:22]([NH:21][C:13](=[O:14])[C:12]3[CH:16]=[CH:17][C:9]([C:7]4[NH:6][C:5]5[CH:18]=[C:19]([Cl:20])[C:2]([Cl:1])=[CH:3][C:4]=5[N:8]=4)=[CH:10][CH:11]=3)=[CH:23][C:24]=2[OH:38])=[CH:34][CH:33]=1, predict the reactants needed to synthesize it. The reactants are: [Cl:1][C:2]1[C:19]([Cl:20])=[CH:18][C:5]2[NH:6][C:7]([C:9]3[CH:17]=[CH:16][C:12]([C:13](Cl)=[O:14])=[CH:11][CH:10]=3)=[N:8][C:4]=2[CH:3]=1.[NH2:21][C:22]1[CH:37]=[CH:36][C:25]([C:26]([NH:28][C:29]2[CH:34]=[CH:33][C:32]([Cl:35])=[CH:31][CH:30]=2)=[O:27])=[C:24]([OH:38])[CH:23]=1.O. (5) Given the product [Cl:1][C:2]1[CH:7]=[CH:6][C:5]([NH:8][C:9]2[O:10][C:11]3[CH:17]=[CH:16][C:15]([O:18][C:19]4[CH:24]=[CH:23][N:22]=[C:21]5[CH:25]=[C:26]([C:28]6[N:29]=[CH:30][C:31]([CH2:32][N:51]7[CH2:50][CH2:49][CH:48]([NH:47][C:45](=[O:46])[O:44][C:41]([CH3:40])([CH3:42])[CH3:43])[CH2:53][CH2:52]7)=[CH:34][CH:35]=6)[S:27][C:20]=45)=[CH:14][C:12]=3[N:13]=2)=[CH:4][CH:3]=1, predict the reactants needed to synthesize it. The reactants are: [Cl:1][C:2]1[CH:7]=[CH:6][C:5]([NH:8][C:9]2[O:10][C:11]3[CH:17]=[CH:16][C:15]([O:18][C:19]4[CH:24]=[CH:23][N:22]=[C:21]5[CH:25]=[C:26]([C:28]6[CH:35]=[CH:34][C:31]([CH:32]=O)=[CH:30][N:29]=6)[S:27][C:20]=45)=[CH:14][C:12]=3[N:13]=2)=[CH:4][CH:3]=1.C(O)(=O)C.[CH3:40][C:41]([O:44][C:45]([NH:47][CH:48]1[CH2:53][CH2:52][NH:51][CH2:50][CH2:49]1)=[O:46])([CH3:43])[CH3:42].[BH-](OC(C)=O)(OC(C)=O)OC(C)=O.[Na+].C([O-])(O)=O.[Na+]. (6) Given the product [CH3:1][O:2][C:3]([CH:5]1[CH2:8][N:7]([CH2:9][C:10]2[CH:19]=[C:18]([Br:35])[C:17]3[C:12](=[CH:13][CH:14]=[C:15]([O:24][C@H:25]4[CH2:30][CH2:29][C@H:28]([C:31]([CH3:34])([CH3:33])[CH3:32])[CH2:27][CH2:26]4)[CH:16]=3)[N:11]=2)[CH2:6]1)=[O:4], predict the reactants needed to synthesize it. The reactants are: [CH3:1][O:2][C:3]([CH:5]1[CH2:8][N:7]([CH2:9][C:10]2[CH:19]=[C:18](C(F)(F)F)[C:17]3[C:12](=[CH:13][CH:14]=[C:15]([O:24][C@H:25]4[CH2:30][CH2:29][C@H:28]([C:31]([CH3:34])([CH3:33])[CH3:32])[CH2:27][CH2:26]4)[CH:16]=3)[N:11]=2)[CH2:6]1)=[O:4].[Br:35]C1C2C(=CC=C(O[C@H]3CC[C@H](C(C)(C)C)CC3)C=2)N=C(C=O)C=1.